This data is from Forward reaction prediction with 1.9M reactions from USPTO patents (1976-2016). The task is: Predict the product of the given reaction. (1) Given the reactants O=[C:2]1[C:11]([C:12]#[N:13])=[C:10]([N:14]2[CH2:19][CH2:18][CH2:17][CH2:16][CH2:15]2)[C:9]2[CH2:8][CH2:7][C:6]3[CH:20]=[CH:21][CH:22]=[CH:23][C:5]=3[C:4]=2O1.[H-].[Na+], predict the reaction product. The product is: [N:14]1([C:10]2[C:9]3[CH2:8][CH2:7][C:6]4[C:20](=[CH:21][CH:22]=[CH:23][CH:5]=4)[C:4]=3[C:23]3[C:5]4[C:6]([CH2:20][C:2]=3[C:11]=2[C:12]#[N:13])=[CH:7][CH:8]=[CH:9][CH:4]=4)[CH2:15][CH2:16][CH2:17][CH2:18][CH2:19]1. (2) Given the reactants [I:1][C:2]1[CH:7]=[CH:6][C:5]([OH:8])=[CH:4][CH:3]=1.C(=O)([O-])[O-].[K+].[K+].[CH2:15](Br)[C:16]1[CH:21]=[CH:20][CH:19]=[CH:18][CH:17]=1.O, predict the reaction product. The product is: [CH2:15]([O:8][C:5]1[CH:6]=[CH:7][C:2]([I:1])=[CH:3][CH:4]=1)[C:16]1[CH:21]=[CH:20][CH:19]=[CH:18][CH:17]=1. (3) Given the reactants [NH2:1][C:2]1[CH:3]=[CH:4][C:5]([F:17])=[C:6]([C@:8]2([CH3:16])[C@@H:13]([F:14])[CH2:12][O:11][C:10]([NH2:15])=[N:9]2)[CH:7]=1.[F:18][C:19]([F:34])([CH:31]([F:33])[F:32])[CH2:20][O:21][C:22]1[CH:23]=[CH:24][C:25]([C:28](O)=[O:29])=[N:26][CH:27]=1, predict the reaction product. The product is: [NH2:15][C:10]1[O:11][CH2:12][C@H:13]([F:14])[C@:8]([C:6]2[CH:7]=[C:2]([NH:1][C:28]([C:25]3[CH:24]=[CH:23][C:22]([O:21][CH2:20][C:19]([F:34])([F:18])[CH:31]([F:33])[F:32])=[CH:27][N:26]=3)=[O:29])[CH:3]=[CH:4][C:5]=2[F:17])([CH3:16])[N:9]=1. (4) Given the reactants [Cl:1][C:2]1[CH:3]=[C:4]([CH:23]=[CH:24][C:25]=1[Cl:26])[CH2:5][S:6](N1CCN(C2C(Cl)=CN=CC=2Cl)CC1)(=[O:8])=[O:7].[Cl:27]C1C=NC=C(Cl)C=1N1CCNCC1, predict the reaction product. The product is: [Cl:1][C:2]1[CH:3]=[C:4]([CH2:5][S:6]([Cl:27])(=[O:8])=[O:7])[CH:23]=[CH:24][C:25]=1[Cl:26]. (5) Given the reactants Cl[C:2]1[CH:7]=[C:6]([C:8]2[S:12][CH:11]=[N:10][CH:9]=2)[N:5]=[C:4]([NH:13][C@H:14]([C:16]2[CH:21]=[CH:20][C:19]([F:22])=[CH:18][CH:17]=2)[CH3:15])[N:3]=1.[NH2:23][C:24]1[CH:29]=[N:28][CH:27]=[CH:26][N:25]=1.P([O-])([O-])([O-])=O.[K+].[K+].[K+], predict the reaction product. The product is: [F:22][C:19]1[CH:20]=[CH:21][C:16]([C@@H:14]([NH:13][C:4]2[N:3]=[C:2]([NH:23][C:24]3[CH:29]=[N:28][CH:27]=[CH:26][N:25]=3)[CH:7]=[C:6]([C:8]3[S:12][CH:11]=[N:10][CH:9]=3)[N:5]=2)[CH3:15])=[CH:17][CH:18]=1.